This data is from Full USPTO retrosynthesis dataset with 1.9M reactions from patents (1976-2016). The task is: Predict the reactants needed to synthesize the given product. (1) Given the product [CH2:1]([N:8]1[C:12]2[CH:13]=[CH:14][C:15]3[N:16]([C:17]([CH3:20])=[N:18][N:19]=3)[C:11]=2[CH:10]=[C:9]1[CH2:21][N:25]1[CH:24]=[CH:23][N:27]=[CH:26]1)[C:2]1[CH:7]=[CH:6][CH:5]=[CH:4][CH:3]=1, predict the reactants needed to synthesize it. The reactants are: [CH2:1]([N:8]1[C:12]2[CH:13]=[CH:14][C:15]3[N:16]([C:17]([CH3:20])=[N:18][N:19]=3)[C:11]=2[CH:10]=[C:9]1[CH2:21]O)[C:2]1[CH:7]=[CH:6][CH:5]=[CH:4][CH:3]=1.[CH:23]1[N:27]=[CH:26][N:25](C([N:25]2[CH:26]=[N:27][CH:23]=[CH:24]2)=O)[CH:24]=1.N1C=CN=C1. (2) Given the product [CH3:31][O:30][C:27]1[CH:28]=[CH:29][C:20]([CH2:19][CH2:18][CH2:17][CH:4]([C:5]([O:7][CH2:8][CH3:9])=[O:6])[C:3]([O:11][CH2:12][CH3:13])=[O:10])=[C:21]2[C:26]=1[N:25]([CH3:32])[C:24](=[O:33])[CH:23]=[CH:22]2, predict the reactants needed to synthesize it. The reactants are: [H-].[Na+].[C:3]([O:11][CH2:12][CH3:13])(=[O:10])[CH2:4][C:5]([O:7][CH2:8][CH3:9])=[O:6].[H][H].I[CH2:17][CH2:18][CH2:19][C:20]1[CH:29]=[CH:28][C:27]([O:30][CH3:31])=[C:26]2[C:21]=1[CH:22]=[CH:23][C:24](=[O:33])[N:25]2[CH3:32].Cl.